The task is: Predict the reactants needed to synthesize the given product.. This data is from Full USPTO retrosynthesis dataset with 1.9M reactions from patents (1976-2016). (1) Given the product [Cl:35][C:34]1[CH:33]=[C:28]([C:29]2[N:31]=[C:19]([C:11]3[N:10]=[N:9][N:8]([C:3]4[CH:4]=[CH:5][CH:6]=[CH:7][C:2]=4[F:1])[C:12]=3[C:13]3[CH:18]=[CH:17][N:16]=[CH:15][CH:14]=3)[O:20][N:30]=2)[CH:27]=[C:26]([Cl:36])[C:25]=1[NH2:24], predict the reactants needed to synthesize it. The reactants are: [F:1][C:2]1[CH:7]=[CH:6][CH:5]=[CH:4][C:3]=1[N:8]1[C:12]([C:13]2[CH:18]=[CH:17][N:16]=[CH:15][CH:14]=2)=[C:11]([C:19](OCC)=[O:20])[N:10]=[N:9]1.[NH2:24][C:25]1[C:34]([Cl:35])=[CH:33][C:28]([C:29](=[N:31]O)[NH2:30])=[CH:27][C:26]=1[Cl:36]. (2) Given the product [CH2:19]([O:1][C:2]1[CH:9]=[C:8]([O:10][CH3:11])[CH:7]=[CH:6][C:3]=1[C:4]#[N:5])[CH3:20], predict the reactants needed to synthesize it. The reactants are: [OH:1][C:2]1[CH:9]=[C:8]([O:10][CH3:11])[CH:7]=[CH:6][C:3]=1[C:4]#[N:5].C(=O)([O-])[O-].[K+].[K+].I[CH2:19][CH3:20]. (3) Given the product [CH2:15]([O:14][C:8](=[O:13])[CH:9]([C:18]1[CH:23]=[C:22]([O:24][CH:25]2[CH2:34][CH2:33][C:28]3([O:32][CH2:31][CH2:30][O:29]3)[CH2:27][CH2:26]2)[N:21]=[C:20]([C:35]([F:38])([F:37])[F:36])[N:19]=1)[C:10]([O:12][CH2:2][CH3:3])=[O:11])[CH3:16], predict the reactants needed to synthesize it. The reactants are: O1CC[CH2:3][CH2:2]1.[H-].[Na+].[C:8]([O:14][CH2:15][CH3:16])(=[O:13])[CH2:9][C:10]([O-:12])=[O:11].Cl[C:18]1[CH:23]=[C:22]([O:24][CH:25]2[CH2:34][CH2:33][C:28]3([O:32][CH2:31][CH2:30][O:29]3)[CH2:27][CH2:26]2)[N:21]=[C:20]([C:35]([F:38])([F:37])[F:36])[N:19]=1. (4) Given the product [NH2:37][C@H:38]([C:39]([OH:40])=[O:50])[CH2:16][C:15]1[CH:78]=[CH:77][C:76]([OH:81])=[CH:75][CH:14]=1, predict the reactants needed to synthesize it. The reactants are: P(O[CH2:14][C@H:15]1O[C@@H](N2C3N=CN=C(N)C=3N=C2)[C@H](O)[C@@H:16]1O)(OP(OP(O)(O)=O)(O)=O)(=O)O.C1[N:37]([CH2:38][CH2:39][OH:40])CCN(CCS(O)(=O)=O)C1.CC(OOP([O-])([O-])=O)C[OH:50].[Na+].[Na+].CCCCCCCCCCCCOCCO.[CH2:75](S)[C@@H:76]([OH:81])[C@H:77](O)[CH2:78]S.